Task: Predict the reaction yield, written as a fraction of the theoretical maximum amount of product (1.0 means a 100% yield; for example, 0.34 means a 34% yield).. Dataset: Reaction yield outcomes from USPTO patents with 853,638 reactions (1) The reactants are [CH3:1][C:2]1[C:3]([NH:8][C:9]2[C:18]3[C:13](=[CH:14][C:15]([O:26][CH3:27])=[C:16]([S:19][CH:20]4[CH2:25][CH2:24][O:23][CH2:22][CH2:21]4)[CH:17]=3)[N:12]=[CH:11][CH:10]=2)=[N:4][NH:5][C:6]=1[CH3:7].I(O)(=O)(=O)=[O:29]. The catalyst is C(#N)C.[Fe](Cl)(Cl)Cl. The product is [CH3:1][C:2]1[C:3]([NH:8][C:9]2[C:18]3[C:13](=[CH:14][C:15]([O:26][CH3:27])=[C:16]([S:19]([CH:20]4[CH2:25][CH2:24][O:23][CH2:22][CH2:21]4)=[O:29])[CH:17]=3)[N:12]=[CH:11][CH:10]=2)=[N:4][NH:5][C:6]=1[CH3:7]. The yield is 0.120. (2) The reactants are [CH2:1]([O:3][C:4]1[CH:5]=[C:6]([C@H:12]([N:18]2[C:26](=[O:27])[C:25]3[C:20](=[CH:21][CH:22]=[CH:23][C:24]=3[NH:28][C:29]([CH:31]3[CH2:33][CH2:32]3)=[O:30])[CH2:19]2)[CH2:13][C:14](=[O:17])[NH:15][OH:16])[CH:7]=[CH:8][C:9]=1[O:10][CH3:11])[CH3:2].[C:34](OC(=O)C)(=[O:36])[CH3:35].CCOCC.CCCCCC. The catalyst is C(#N)C.C(Cl)Cl. The product is [C:34]([O:16][NH:15][C:14]([CH2:13][C@@H:12]([N:18]1[C:26](=[O:27])[C:25]2[C:20](=[CH:21][CH:22]=[CH:23][C:24]=2[NH:28][C:29]([CH:31]2[CH2:33][CH2:32]2)=[O:30])[CH2:19]1)[C:6]1[CH:7]=[CH:8][C:9]([O:10][CH3:11])=[C:4]([O:3][CH2:1][CH3:2])[CH:5]=1)=[O:17])(=[O:36])[CH3:35]. The yield is 0.630. (3) The reactants are [C:1]([C:4]1[C:22](=[O:23])[C@@:8]2([CH3:24])[C:9]3[C:15]([OH:16])=[CH:14][C:13]([O:17][CH3:18])=[C:12]([C:19]([NH2:21])=[O:20])[C:10]=3[O:11][C:7]2=[CH:6][C:5]=1[OH:25])(=[O:3])[CH3:2].C[C:27]1[CH:28]=[C:29]([CH:32]=[CH:33][CH:34]=1)[CH:30]=O.[CH2:35]([SiH](CC)CC)C.FC(F)(F)C(O)=O. The catalyst is C1(C)C=CC=CC=1. The product is [C:1]([C:4]1[C:22](=[O:23])[C@@:8]2([CH3:24])[C:9]3[C:15]([OH:16])=[CH:14][C:13]([O:17][CH3:18])=[C:12]([C:19]([NH:21][CH2:35][C:28]4[CH:27]=[CH:34][CH:33]=[CH:32][C:29]=4[CH3:30])=[O:20])[C:10]=3[O:11][C:7]2=[CH:6][C:5]=1[OH:25])(=[O:3])[CH3:2]. The yield is 0.830. (4) The reactants are [N+:1]([C:4]1[C:9]([O:10][CH3:11])=[CH:8][CH:7]=[CH:6][N:5]=1)([O-])=O. The catalyst is CCOC(C)=O.CO.[Pd]. The product is [NH2:1][C:4]1[C:9]([O:10][CH3:11])=[CH:8][CH:7]=[CH:6][N:5]=1. The yield is 1.00. (5) The reactants are [C:1]([O:5][C:6]([N:8]1[CH2:15][CH2:14][CH2:13][C@H:9]1[C:10]([OH:12])=O)=[O:7])([CH3:4])([CH3:3])[CH3:2].C(N(CC)CC)C.C(Cl)(=O)C(C)(C)C.Cl.[CH3:31][O:32][C:33](=[O:39])[C@@H:34]1[CH2:38][CH2:37][CH2:36][NH:35]1. The catalyst is C(Cl)Cl. The product is [CH3:31][O:32][C:33](=[O:39])[C@@H:34]1[CH2:38][CH2:37][CH2:36][N:35]1[C:10](=[O:12])[C@@H:9]1[CH2:13][CH2:14][CH2:15][N:8]1[C:6]([O:5][C:1]([CH3:2])([CH3:3])[CH3:4])=[O:7]. The yield is 0.850. (6) The reactants are CN(C(O[N:9]1N=N[C:11]2[CH:12]=CC=C[C:10]1=2)=[N+](C)C)C.F[P-](F)(F)(F)(F)F.C1C=CC2N(O)N=NC=2C=1.[Si:35]([O:42][CH2:43][C:44]1[C:45]([N+:53]([O-:55])=[O:54])=[C:46]([CH:50]=[CH:51][CH:52]=1)[C:47]([OH:49])=O)([C:38]([CH3:41])([CH3:40])[CH3:39])([CH3:37])[CH3:36].C(N(CC)C(C)C)(C)C.C(N)C#C. The catalyst is CN(C=O)C.CCOC(C)=O. The product is [Si:35]([O:42][CH2:43][C:44]1[C:45]([N+:53]([O-:55])=[O:54])=[C:46]([CH:50]=[CH:51][CH:52]=1)[C:47]([NH:9][CH2:10][C:11]#[CH:12])=[O:49])([C:38]([CH3:39])([CH3:40])[CH3:41])([CH3:37])[CH3:36]. The yield is 0.550.